From a dataset of Forward reaction prediction with 1.9M reactions from USPTO patents (1976-2016). Predict the product of the given reaction. (1) The product is: [CH:66]1([C:64]([NH:63][C:61]2[N:62]=[C:57]3[CH:56]=[CH:55][C:54]([O:53][C:52]4[CH:51]=[C:50]([NH:49][C:40]([C:37]5[N:38]=[N:39][N:35]([CH3:34])[N:36]=5)=[O:42])[CH:71]=[CH:70][CH:69]=4)=[CH:59][N:58]3[CH:60]=2)=[O:65])[CH2:67][CH2:68]1. Given the reactants CN1C(C(NC2C=CC=C(OC3C=CC4N(C=C(NC(=O)C(F)(F)F)N=4)C=3)C=2)=O)=CC(C)=N1.[CH3:34][N:35]1[N:39]=[N:38][C:37]([C:40]([OH:42])=O)=[N:36]1.C(Cl)(=O)C(Cl)=O.[NH2:49][C:50]1[CH:51]=[C:52]([CH:69]=[CH:70][CH:71]=1)[O:53][C:54]1[CH:55]=[CH:56][C:57]2[N:58]([CH:60]=[C:61]([NH:63][C:64]([CH:66]3[CH2:68][CH2:67]3)=[O:65])[N:62]=2)[CH:59]=1, predict the reaction product. (2) Given the reactants [C:1]([N:4]1[C:8]2=[CH:9][CH:10]=[C:11]3[C:16]([N:15]=[C:14]([CH:17]([CH3:19])[CH3:18])[N:13]([C:20]4[CH:25]=[CH:24][C:23]([Cl:26])=[CH:22][CH:21]=4)[C:12]3=[O:27])=[C:7]2[C:6](=[CH2:28])[CH2:5]1)(=[O:3])[CH3:2].C12(CS(O)(=O)=O)C(C)(C)C(CC1)CC2=O, predict the reaction product. The product is: [C:1]([N:4]1[C:8]2=[CH:9][CH:10]=[C:11]3[C:16]([N:15]=[C:14]([CH:17]([CH3:19])[CH3:18])[N:13]([C:20]4[CH:21]=[CH:22][C:23]([Cl:26])=[CH:24][CH:25]=4)[C:12]3=[O:27])=[C:7]2[C:6]([CH3:28])=[CH:5]1)(=[O:3])[CH3:2].